Dataset: Reaction yield outcomes from USPTO patents with 853,638 reactions. Task: Predict the reaction yield, written as a fraction of the theoretical maximum amount of product (1.0 means a 100% yield; for example, 0.34 means a 34% yield). (1) No catalyst specified. The reactants are C(N(C(C)C)CC)(C)C.[NH2:10][C:11]1[CH:26]=[CH:25][C:24]([Cl:27])=[CH:23][C:12]=1[C:13]([NH:15][CH2:16][CH:17]1[CH2:22][CH2:21][CH2:20][CH2:19][CH2:18]1)=[O:14].Cl.[N:29]1[CH:34]=[CH:33][CH:32]=[CH:31][C:30]=1[C:35](Cl)=[O:36]. The yield is 0.420. The product is [Cl:27][C:24]1[CH:25]=[CH:26][C:11]([NH:10][C:35]([C:30]2[CH:31]=[CH:32][CH:33]=[CH:34][N:29]=2)=[O:36])=[C:12]([C:13]([NH:15][CH2:16][CH:17]2[CH2:22][CH2:21][CH2:20][CH2:19][CH2:18]2)=[O:14])[CH:23]=1. (2) The reactants are C(OC(=O)[NH:7][C@H:8]([CH2:13][N:14]([C:27]1[CH:32]=[CH:31][C:30](Br)=[CH:29][CH:28]=1)[C:15]([C@@H:17]1[CH2:19][C@H:18]1[C:20]1[CH:25]=[CH:24][C:23]([F:26])=[CH:22][N:21]=1)=[O:16])[C@@H:9]([CH3:12])[CH2:10][CH3:11])(C)(C)C.B(O)O.[C:38]([O-:41])([O-])=O.[K+].[K+].[CH3:44][C:45]#N. The catalyst is CCOC(C)=O.Cl[Pd](Cl)([P](C1C=CC=CC=1)(C1C=CC=CC=1)C1C=CC=CC=1)[P](C1C=CC=CC=1)(C1C=CC=CC=1)C1C=CC=CC=1.O. The product is [NH2:7][C@@H:8]([C@@H:9]([CH3:12])[CH2:10][CH3:11])[CH2:13][N:14]([C:27]1[CH:32]=[CH:31][C:30]([C:9]2[CH:10]=[CH:11][C:45]([CH2:44][O:41][CH3:38])=[CH:13][CH:8]=2)=[CH:29][CH:28]=1)[C:15]([C@@H:17]1[CH2:19][C@H:18]1[C:20]1[CH:25]=[CH:24][C:23]([F:26])=[CH:22][N:21]=1)=[O:16]. The yield is 0.720. (3) The reactants are [OH:1][C:2]1[CH:9]=[CH:8][C:5]([C:6]#[N:7])=[CH:4][CH:3]=1.Br[CH2:11][CH2:12][CH2:13][CH2:14][CH2:15][Cl:16]. No catalyst specified. The product is [Cl:16][CH2:15][CH2:14][CH2:13][CH2:12][CH2:11][O:1][C:2]1[CH:9]=[CH:8][C:5]([C:6]#[N:7])=[CH:4][CH:3]=1. The yield is 0.900. (4) The reactants are [CH2:1]([NH2:5])[CH:2](C)C.FC1C=C(C)C=CC=1[N+]([O-])=[O:14].[CH2:17]([NH:21][C:22]1[CH:28]=[C:27]([CH3:29])[CH:26]=[CH:25][C:23]=1[NH2:24])[CH:18]([CH3:20])[CH3:19].N[C:31]1[S:32]C=[CH:34][N:35]=1. No catalyst specified. The product is [CH2:17]([NH:21][C:22]1[CH:28]=[C:27]([CH3:29])[CH:26]=[CH:25][C:23]=1[NH2:24])[CH:18]([CH3:20])[CH3:19].[CH2:17]([NH:21][C:22]1[CH:28]=[C:27]([CH3:29])[CH:26]=[CH:25][C:23]=1[NH:24][C:34]([NH:35][C:31]1[S:32][CH:2]=[CH:1][N:5]=1)=[O:14])[CH:18]([CH3:20])[CH3:19]. The yield is 0.690. (5) The reactants are [OH-].[Na+].[CH2:3]([O:7][C:8]1[CH:13]=[C:12](/[CH:14]=[C:15](\[CH2:21][CH3:22])/[C:16]([O:18]CC)=[O:17])[CH:11]=[CH:10][C:9]=1[C:23]1[CH:28]=[CH:27][CH:26]=[C:25]([N:29]([CH3:38])[C:30]([NH:32][CH2:33][CH2:34][CH2:35][CH2:36][CH3:37])=[O:31])[CH:24]=1)[CH2:4][CH2:5][CH3:6]. The catalyst is C(O)C.O1CCCC1. The product is [CH2:3]([O:7][C:8]1[CH:13]=[C:12](/[CH:14]=[C:15](\[CH2:21][CH3:22])/[C:16]([OH:18])=[O:17])[CH:11]=[CH:10][C:9]=1[C:23]1[CH:28]=[CH:27][CH:26]=[C:25]([N:29]([CH3:38])[C:30]([NH:32][CH2:33][CH2:34][CH2:35][CH2:36][CH3:37])=[O:31])[CH:24]=1)[CH2:4][CH2:5][CH3:6]. The yield is 0.830. (6) The reactants are [CH2:1]([C@H:8]1[CH2:12][O:11][C:10](=[O:13])[NH:9]1)[C:2]1[CH:7]=[CH:6][CH:5]=[CH:4][CH:3]=1.C([Li])CCC.[F:19][C:20]1[CH:25]=[CH:24][C:23]([N:26]2[CH:30]=[CH:29][C:28]([CH2:31][C:32](O)=[O:33])=[CH:27]2)=[CH:22][CH:21]=1.C(N(CC)CC)C.C(Cl)(=O)C(C)(C)C. The catalyst is C1COCC1. The product is [CH2:1]([C@H:8]1[CH2:12][O:11][C:10](=[O:13])[N:9]1[C:32](=[O:33])[CH2:31][C:28]1[CH:29]=[CH:30][N:26]([C:23]2[CH:24]=[CH:25][C:20]([F:19])=[CH:21][CH:22]=2)[CH:27]=1)[C:2]1[CH:3]=[CH:4][CH:5]=[CH:6][CH:7]=1. The yield is 0.690. (7) The reactants are [F:1][C:2]1[CH:17]=[C:16]([N+:18]([O-:20])=[O:19])[CH:15]=[CH:14][C:3]=1[O:4][C:5]1[CH:10]=[CH:9][N:8]=[C:7]2[NH:11][N:12]=[CH:13][C:6]=12.[OH-].[K+].[I:23]I.Cl[CH2:26][C:27]1[CH:32]=[CH:31][C:30]([O:33][CH3:34])=[CH:29][CH:28]=1. The catalyst is CN(C=O)C.C(Cl)Cl. The product is [CH3:34][O:33][C:30]1[CH:31]=[CH:32][C:27]([CH2:26][N:11]2[C:7]3=[N:8][CH:9]=[CH:10][C:5]([O:4][C:3]4[CH:14]=[CH:15][C:16]([N+:18]([O-:20])=[O:19])=[CH:17][C:2]=4[F:1])=[C:6]3[C:13]([I:23])=[N:12]2)=[CH:28][CH:29]=1. The yield is 0.470. (8) The reactants are [CH3:1][O:2][C:3]1[CH:4]=[CH:5][C:6]2[S:11][CH2:10][C:9](=[O:12])[N:8]([CH2:13][CH2:14][N:15]3[CH2:20][CH2:19][CH:18]([NH:21]C(=O)OC(C)(C)C)[CH2:17][CH2:16]3)[C:7]=2[CH:29]=1.NC1CCN(CCN2C3C(=CC=C(C#N)C=3)C=CC2=O)CC1. No catalyst specified. The product is [NH2:21][CH:18]1[CH2:17][CH2:16][N:15]([CH2:14][CH2:13][N:8]2[C:7]3[CH:29]=[C:3]([O:2][CH3:1])[CH:4]=[CH:5][C:6]=3[S:11][CH2:10][C:9]2=[O:12])[CH2:20][CH2:19]1. The yield is 1.00. (9) The reactants are [C:1]([N:5]1[CH2:10][CH2:9][N:8]([CH2:11][C:12]2[N:13](C3CCCCO3)[C:14]3[C:19]([N:20]=2)=[C:18]([N:21]2[CH2:26][CH2:25][O:24][CH2:23][CH2:22]2)[N:17]=[C:16](Cl)[N:15]=3)[CH2:7][CH2:6]1)([CH3:4])([CH3:3])[CH3:2].[CH2:34]([C:36]1[NH:40][C:39]2[CH:41]=[CH:42][CH:43]=[CH:44][C:38]=2[N:37]=1)[CH3:35].CC(C1C=C(C(C)C)C(C2C=CC=CC=2P(C2CCCCC2)C2CCCCC2)=C(C(C)C)C=1)C.C(=O)([O-])[O-].[Cs+].[Cs+].CN(C)C=O.C1(C)C=CC(S(O)(=O)=O)=CC=1. The catalyst is C1C=CC(/C=C/C(/C=C/C2C=CC=CC=2)=O)=CC=1.C1C=CC(/C=C/C(/C=C/C2C=CC=CC=2)=O)=CC=1.C1C=CC(/C=C/C(/C=C/C2C=CC=CC=2)=O)=CC=1.[Pd].[Pd]. The product is [C:1]([N:5]1[CH2:10][CH2:9][N:8]([CH2:11][C:12]2[NH:13][C:14]3[C:19]([N:20]=2)=[C:18]([N:21]2[CH2:22][CH2:23][O:24][CH2:25][CH2:26]2)[N:17]=[C:16]([N:37]2[C:38]4[CH:44]=[CH:43][CH:42]=[CH:41][C:39]=4[N:40]=[C:36]2[CH2:34][CH3:35])[N:15]=3)[CH2:7][CH2:6]1)([CH3:3])([CH3:4])[CH3:2]. The yield is 0.383.